This data is from Reaction yield outcomes from USPTO patents with 853,638 reactions. The task is: Predict the reaction yield, written as a fraction of the theoretical maximum amount of product (1.0 means a 100% yield; for example, 0.34 means a 34% yield). (1) The reactants are C[O-].[Na+].O1CCNC1=O.[C:10](=O)([O:13][CH3:14])[O:11]C.[CH2:16]([N:23]1[CH2:27][C@@H:26]([C:28]2[CH:33]=[CH:32][C:31]([Cl:34])=[CH:30][N:29]=2)[C@H:25](C(O)=O)[CH2:24]1)[C:17]1[CH:22]=[CH:21][CH:20]=[CH:19][CH:18]=1. The catalyst is ClCCl. The product is [CH2:16]([N:23]1[CH2:27][C@@H:26]([C:28]2[CH:33]=[CH:32][C:31]([Cl:34])=[CH:30][N:29]=2)[C@H:25]([C:10]([O:13][CH3:14])=[O:11])[CH2:24]1)[C:17]1[CH:18]=[CH:19][CH:20]=[CH:21][CH:22]=1. The yield is 0.450. (2) The reactants are [F:1][C:2]1[CH:36]=[C:35]([NH:37][C:38](=[O:50])[CH2:39][C:40]([NH:42][C:43]2[CH:48]=[CH:47][CH:46]=[CH:45][C:44]=2[F:49])=[O:41])[CH:34]=[CH:33][C:3]=1[O:4][C:5]1[CH:10]=[CH:9][N:8]=[C:7]2[CH:11]=[C:12]([C:14]3[N:15]([CH3:32])[C:16]([CH2:19][N:20]([CH2:28][CH2:29][O:30][CH3:31])C(=O)OC(C)(C)C)=[CH:17][N:18]=3)[S:13][C:6]=12.C(O)(C(F)(F)F)=O. The catalyst is C(Cl)Cl. The product is [F:1][C:2]1[CH:36]=[C:35]([NH:37][C:38](=[O:50])[CH2:39][C:40]([NH:42][C:43]2[CH:48]=[CH:47][CH:46]=[CH:45][C:44]=2[F:49])=[O:41])[CH:34]=[CH:33][C:3]=1[O:4][C:5]1[CH:10]=[CH:9][N:8]=[C:7]2[CH:11]=[C:12]([C:14]3[N:15]([CH3:32])[C:16]([CH2:19][NH:20][CH2:28][CH2:29][O:30][CH3:31])=[CH:17][N:18]=3)[S:13][C:6]=12. The yield is 0.405. (3) The reactants are [OH:1][CH2:2][CH:3]1[CH2:8][CH2:7][N:6]([C:9]([O:11][C:12]([CH3:15])([CH3:14])[CH3:13])=[O:10])[CH2:5][CH2:4]1.[CH3:16][S:17](Cl)(=[O:19])=[O:18].O. The catalyst is C(Cl)Cl. The product is [CH3:16][S:17]([O:1][CH2:2][CH:3]1[CH2:8][CH2:7][N:6]([C:9]([O:11][C:12]([CH3:15])([CH3:14])[CH3:13])=[O:10])[CH2:5][CH2:4]1)(=[O:19])=[O:18]. The yield is 0.650. (4) The reactants are [I:1][C:2]1[CH:19]=[CH:18][C:5]([C:6]([NH:8][NH:9][C:10](=[O:17])[CH2:11][C:12]([O:14][CH2:15][CH3:16])=[O:13])=O)=[CH:4][CH:3]=1. The catalyst is O=P(Cl)(Cl)Cl. The product is [I:1][C:2]1[CH:19]=[CH:18][C:5]([C:6]2[O:17][C:10]([CH2:11][C:12]([O:14][CH2:15][CH3:16])=[O:13])=[N:9][N:8]=2)=[CH:4][CH:3]=1. The yield is 0.710.